This data is from Experimentally validated miRNA-target interactions with 360,000+ pairs, plus equal number of negative samples. The task is: Binary Classification. Given a miRNA mature sequence and a target amino acid sequence, predict their likelihood of interaction. (1) The miRNA is hsa-miR-633 with sequence CUAAUAGUAUCUACCACAAUAAA. The protein sequence of the target gene is MREYKVVVLGSGGVGKSALTVQFVTGTFIEKYDPTIEDFYRKEIEVDSSPSVLEILDTAGTEQFASMRDLYIKNGQGFILVYSLVNQQSFQDIKPMRDQIIRVKRYEKVPVILVGNKVDLESEREVSSSEGRALAEEWGCPFMETSAKSKTMVDELFAEIVRQMNYAAQPDKDDPCCSACNIQ. Result: 1 (interaction). (2) The miRNA is hsa-miR-3191-3p with sequence UGGGGACGUAGCUGGCCAGACAG. The protein sequence of the target gene is MFSALKKLVGSDQAPGRDKNIPAGLQSMNQALQRRFAKGVQYNMKIVIRGDRNTGKTALWHRLQGRPFVEEYIPTQEIQVTSIHWSYKTTDDIVKVEVWDVVDKGKCKKRGDGLKMENDPQEAESEMALDAEFLDVYKNCNGVVMMFDITKQWTFNYILRELPKVPTHVPVCVLGNYRDMGEHRVILPDDVRDFIDNLDRPPGSSYFRYAESSMKNSFGLKYLHKFFNIPFLQLQRETLLRQLETNQLDMDATLEELSVQQETEDQNYGIFLEMMEARSRGHASPLAANGQSPSPGSQSP.... Result: 0 (no interaction). (3) The miRNA is mmu-miR-669b-5p with sequence AGUUUUGUGUGCAUGUGCAUGU. The protein sequence of the target gene is MDEGSEVSTDGNSLIKAVHQSRLRLTRLLLEGGAYINESNDRGETPLMIACKTKHVDQQSVGRAKMVKYLLENSADPNIQDKSGKSALMHACLERAGPEVVSLLLKSGADLSLQDHSGYSALVYAINAEDRDTLKVLLSACQAKGKEVIIITTAKSPSGRHTTQHHLNMPPADMDGSHPPATPSEIDIKTASLPLSYSSETDLTLFGFKDKELCGGSDNTWDPDSPPRKPVIATNGPKLSQAPAWIKSTPSLKHQARVASLQEELQDITPEEEIAYKTNALALSKRFITRHQSIDVKDTA.... Result: 1 (interaction). (4) The miRNA is mmu-miR-216c-5p with sequence GAAGAAUCUCUACAGGUAAGUGU. The protein sequence of the target gene is MASGQFVNKLQEEVICPICLDILQKPVTIDCGHNFCLKCITQIGETSCGFFKCPLCKTSVRKNAIRFNSLLRNLVEKIQALQASEVQSKRKEATCPRHQEMFHYFCEDDGKFLCFVCRESKDHKSHNVSLIEEAAQNYQGQIQEQIQVLQQKEKETVQVKAQGVHRVDVFTDQVEHEKQRILTEFELLHQVLEEEKNFLLSRIYWLGHEGTEAGKHYVASTEPQLNDLKKLVDSLKTKQNMPPRQLLEDIKVVLCRSEEFQFLNPTPVPLELEKKLSEAKSRHDSITGSLKKFKDQLQAD.... Result: 0 (no interaction). (5) The miRNA is hsa-miR-6747-5p with sequence AGGGGUGUGGAAAGAGGCAGAACA. Result: 0 (no interaction). The protein sequence of the target gene is MPAGMTKHGSRSTSSLPPEPMEIVRSKACSRRVRLNVGGLAHEVLWRTLDRLPRTRLGKLRDCNTHDSLLQVCDDYSLEDNEYFFDRHPGAFTSILNFYRTGRLHMMEEMCALSFSQELDYWGIDEIYLESCCQARYHQKKEQMNEELKREAETLREREGEEFDNTCCAEKRKKLWDLLEKPNSSVAAKILAIISIMFIVLSTIALSLNTLPELQSLDEFGQSTDNPQLAHVEAVCIAWFTMEYLLRFLSSPKKWKFFKGPLNAIDLLAILPYYVTIFLTESNKSVLQFQNVRRVVQIFR....